This data is from Full USPTO retrosynthesis dataset with 1.9M reactions from patents (1976-2016). The task is: Predict the reactants needed to synthesize the given product. (1) Given the product [Br:1][C:2]1[CH:3]=[C:4]2[C:9](=[CH:10][CH:11]=1)[N:8]=[C:7]([NH:12][CH2:13][C:14]1[CH:19]=[CH:18][C:17]([O:20][CH3:21])=[CH:16][CH:15]=1)[C:6]([N:22]1[CH2:23][CH2:24][O:25][CH2:26][C@H:27]1[CH3:28])=[CH:5]2, predict the reactants needed to synthesize it. The reactants are: [Br:1][C:2]1[CH:3]=[C:4]2[C:9](=[CH:10][CH:11]=1)[N:8]=[C:7]([NH:12][CH2:13][C:14]1[CH:19]=[CH:18][C:17]([O:20][CH3:21])=[CH:16][CH:15]=1)[C:6]([N:22]1[C@H:27]([CH3:28])[CH2:26][O:25][CH2:24][C:23]1=O)=[CH:5]2. (2) Given the product [Br:4][C:5]1[CH:6]=[C:7]([CH:22]=[CH:23][C:24]=1[O:25][CH3:26])[CH2:8][C@@H:9]([C:18]([OH:20])=[O:19])[NH:10][C:11]([O:13][C:14]([CH3:17])([CH3:16])[CH3:15])=[O:12], predict the reactants needed to synthesize it. The reactants are: O.[OH-].[Li+].[Br:4][C:5]1[CH:6]=[C:7]([CH:22]=[CH:23][C:24]=1[O:25][CH3:26])[CH2:8][C@@H:9]([C:18]([O:20]C)=[O:19])[NH:10][C:11]([O:13][C:14]([CH3:17])([CH3:16])[CH3:15])=[O:12].Cl.C(OCC)(=O)C. (3) Given the product [ClH:71].[NH2:1][C:2](=[N:51][O:52][C:53](=[O:70])[C@@H:54]([NH2:62])[CH2:55][C:56]1[CH:57]=[CH:58][CH:59]=[CH:60][CH:61]=1)[C:3]1[CH:50]=[CH:49][C:6]([O:7][CH2:8][CH2:9][CH2:10][CH:11]2[CH2:12][CH2:13][N:14]([CH2:17][CH2:18][CH2:19][O:20][C:21]3[CH:48]=[CH:47][C:24]([C:25]([NH2:46])=[N:26][O:27][C:28](=[O:45])[C@@H:29]([NH2:37])[CH2:30][C:31]4[CH:36]=[CH:35][CH:34]=[CH:33][CH:32]=4)=[CH:23][CH:22]=3)[CH2:15][CH2:16]2)=[CH:5][CH:4]=1, predict the reactants needed to synthesize it. The reactants are: [NH2:1][C:2](=[N:51][O:52][C:53](=[O:70])[C@@H:54]([NH:62]C(OC(C)(C)C)=O)[CH2:55][C:56]1[CH:61]=[CH:60][CH:59]=[CH:58][CH:57]=1)[C:3]1[CH:50]=[CH:49][C:6]([O:7][CH2:8][CH2:9][CH2:10][CH:11]2[CH2:16][CH2:15][N:14]([CH2:17][CH2:18][CH2:19][O:20][C:21]3[CH:48]=[CH:47][C:24]([C:25]([NH2:46])=[N:26][O:27][C:28](=[O:45])[C@@H:29]([NH:37]C(OC(C)(C)C)=O)[CH2:30][C:31]4[CH:36]=[CH:35][CH:34]=[CH:33][CH:32]=4)=[CH:23][CH:22]=3)[CH2:13][CH2:12]2)=[CH:5][CH:4]=1.[ClH:71].C(O)C. (4) Given the product [CH3:1][N:2]([CH3:12])[C:3]1[CH:8]=[CH:7][CH:6]=[C:5]([C:24]2[N:29]=[C:28]3[N:30]([CH3:39])[N:31]=[C:32]([C:33]4[CH:38]=[CH:37][CH:36]=[CH:35][CH:34]=4)[C:27]3=[C:26]([C:40]([F:41])([F:42])[F:43])[CH:25]=2)[CH:4]=1, predict the reactants needed to synthesize it. The reactants are: [CH3:1][N:2]([CH3:12])[C:3]1[CH:4]=[C:5](B(O)O)[CH:6]=[CH:7][CH:8]=1.O.O.P([O-])([O-])([O-])=O.[K+].[K+].[K+].Br[C:24]1[N:29]=[C:28]2[N:30]([CH3:39])[N:31]=[C:32]([C:33]3[CH:38]=[CH:37][CH:36]=[CH:35][CH:34]=3)[C:27]2=[C:26]([C:40]([F:43])([F:42])[F:41])[CH:25]=1. (5) Given the product [C:1]([O:5][C:6](=[O:22])[NH:7][CH:8]1[C:14](=[O:15])[N:13]([CH3:16])[C:12]2[CH:17]=[CH:18][C:19]([C:30](=[O:31])[C:29]([F:36])([F:35])[F:28])=[CH:20][C:11]=2[CH2:10][CH2:9]1)([CH3:4])([CH3:3])[CH3:2], predict the reactants needed to synthesize it. The reactants are: [C:1]([O:5][C:6](=[O:22])[NH:7][CH:8]1[C:14](=[O:15])[N:13]([CH3:16])[C:12]2[CH:17]=[CH:18][C:19](Br)=[CH:20][C:11]=2[CH2:10][CH2:9]1)([CH3:4])([CH3:3])[CH3:2].[Li+].CCC[CH2-].[F:28][C:29]([F:36])([F:35])[C:30](OCC)=[O:31]. (6) Given the product [Br:22][C:13]1[CH:12]=[CH:11][C:10]2[N:9]=[C:8]([NH2:16])[C:7]3[N:17]=[C:4]([CH2:1][CH2:2][CH3:3])[S:5][C:6]=3[C:15]=2[CH:14]=1, predict the reactants needed to synthesize it. The reactants are: [CH2:1]([C:4]1[S:5][C:6]2[C:15]3[CH:14]=[CH:13][CH:12]=[CH:11][C:10]=3[N:9]=[C:8]([NH2:16])[C:7]=2[N:17]=1)[CH2:2][CH3:3].C(O)(=O)C.[Br:22]Br. (7) Given the product [Cl:1][C:2]1[CH:3]=[C:4]2[C:12](=[CH:13][CH:14]=1)[NH:11][C:10]1[CH:9]([NH:15][C:19]3[N:18]=[C:17]([CH3:16])[CH:22]=[CH:21][N:20]=3)[CH2:8][CH2:7][CH2:6][C:5]2=1, predict the reactants needed to synthesize it. The reactants are: [Cl:1][C:2]1[CH:3]=[C:4]2[C:12](=[CH:13][CH:14]=1)[NH:11][C:10]1[CH:9]([NH2:15])[CH2:8][CH2:7][CH2:6][C:5]2=1.[CH3:16][C:17]1[CH:22]=[CH:21][N:20]=[C:19](S(C)(=O)=O)[N:18]=1. (8) Given the product [F:1][C:2]1[C:7]([F:8])=[CH:6][CH:5]=[CH:4][C:3]=1[C@:9]1([CH3:28])[CH2:14][C@@H:13]([C:15]([F:18])([F:16])[F:17])[O:12][C:11]([NH2:19])=[N:10]1, predict the reactants needed to synthesize it. The reactants are: [F:1][C:2]1[C:7]([F:8])=[CH:6][CH:5]=[CH:4][C:3]=1[C@:9]1([CH3:28])[CH2:14][C@@H:13]([C:15]([F:18])([F:17])[F:16])[O:12][C:11]([NH:19]C(=O)C2C=CC=CC=2)=[N:10]1.N12CCCN=C1CCCCC2. (9) Given the product [O:23]=[C:22]1[CH2:21][N:9]2[C@H:8]3[CH2:11][CH2:12][N:13]([C:15]([O:17][CH2:18][CH3:19])=[O:16])[CH2:14][C@H:7]3[C:6]3[C:10]2=[C:2]([CH:3]=[CH:4][CH:5]=3)[NH:24]1, predict the reactants needed to synthesize it. The reactants are: Br[C:2]1[C:10]2[NH:9][C@H:8]3[CH2:11][CH2:12][N:13]([C:15]([O:17][CH2:18][CH3:19])=[O:16])[CH2:14][C@H:7]3[C:6]=2[CH:5]=[CH:4][CH:3]=1.Cl[CH2:21][C:22]([NH2:24])=[O:23].[I-].[K+].C(N(C(C)C)CC)(C)C.CNC(=O)CCl.C(=O)([O-])[O-].[K+].[K+].CNCCNC. (10) Given the product [CH:1]1([NH:4][C:5]2[N:10]3[N:11]=[CH:12][C:13]([CH:31]=[O:32])=[C:9]3[N:8]=[C:7]([CH2:14][C:15]3[CH:16]=[C:17]([CH:20]=[CH:21][CH:22]=3)[C:18]#[N:19])[CH:6]=2)[CH2:3][CH2:2]1, predict the reactants needed to synthesize it. The reactants are: [CH:1]1([NH:4][C:5]2[N:10]3[N:11]=[CH:12][CH:13]=[C:9]3[N:8]=[C:7]([CH2:14][C:15]3[CH:16]=[C:17]([CH:20]=[CH:21][CH:22]=3)[C:18]#[N:19])[CH:6]=2)[CH2:3][CH2:2]1.O=P(Cl)(Cl)Cl.CN([CH:31]=[O:32])C.